This data is from Full USPTO retrosynthesis dataset with 1.9M reactions from patents (1976-2016). The task is: Predict the reactants needed to synthesize the given product. (1) Given the product [O:1]1[CH:5]=[CH:4][C:3]([C:10]2[S:18][C:17]3[C:12](=[N:13][CH:14]=[CH:15][C:16]=3[NH:19][C:20]3[CH:21]=[C:22]4[C:26](=[CH:27][CH:28]=3)[NH:25][C:24]([CH3:29])=[CH:23]4)[CH:11]=2)=[CH:2]1, predict the reactants needed to synthesize it. The reactants are: [O:1]1[CH:5]=[CH:4][C:3](B(O)O)=[CH:2]1.Br[C:10]1[S:18][C:17]2[C:12](=[N:13][CH:14]=[CH:15][C:16]=2[NH:19][C:20]2[CH:21]=[C:22]3[C:26](=[CH:27][CH:28]=2)[NH:25][C:24]([CH3:29])=[CH:23]3)[CH:11]=1. (2) Given the product [C:1]1([CH2:7][CH2:8][CH2:9][N:10]2[CH2:15][CH2:14][CH2:13][C@@H:12]([NH:16][C:17]3[N:18]=[CH:19][C:20](/[CH:23]=[CH:24]/[C:25]([OH:27])=[O:26])=[N:21][CH:22]=3)[CH2:11]2)[CH:2]=[CH:3][CH:4]=[CH:5][CH:6]=1, predict the reactants needed to synthesize it. The reactants are: [C:1]1([CH2:7][CH2:8][CH2:9][N:10]2[CH2:15][CH2:14][CH2:13][C@@H:12]([NH:16][C:17]3[N:18]=[CH:19][C:20](/[CH:23]=[CH:24]/[C:25]([O:27]C)=[O:26])=[N:21][CH:22]=3)[CH2:11]2)[CH:6]=[CH:5][CH:4]=[CH:3][CH:2]=1.[OH-].[Na+].Cl. (3) The reactants are: [CH3:1][O:2][C:3]1[CH:8]=[CH:7][C:6]([C:9]2[O:10][CH:11]=[C:12]([CH2:14][O:15][C:16]3[CH:21]=[CH:20][C:19]([S:22](Cl)(=[O:24])=[O:23])=[CH:18][CH:17]=3)[N:13]=2)=[CH:5][CH:4]=1.[CH:26]([C:29]1[S:33][C:32]([NH2:34])=[N:31][N:30]=1)([CH3:28])[CH3:27]. Given the product [CH:26]([C:29]1[S:33][C:32]([NH:34][S:22]([C:19]2[CH:20]=[CH:21][C:16]([O:15][CH2:14][C:12]3[N:13]=[C:9]([C:6]4[CH:7]=[CH:8][C:3]([O:2][CH3:1])=[CH:4][CH:5]=4)[O:10][CH:11]=3)=[CH:17][CH:18]=2)(=[O:24])=[O:23])=[N:31][N:30]=1)([CH3:28])[CH3:27], predict the reactants needed to synthesize it. (4) Given the product [CH3:19][C:18]1[C:9]([C:6]2[CH:7]=[CH:8][C:3]([OH:2])=[CH:4][CH:5]=2)=[N:10][C:11]2[C:16]([N:17]=1)=[C:15]([C:20]([F:23])([F:22])[F:21])[CH:14]=[CH:13][CH:12]=2, predict the reactants needed to synthesize it. The reactants are: C[O:2][C:3]1[CH:8]=[CH:7][C:6]([C:9]2[C:18]([CH3:19])=[N:17][C:16]3[C:11](=[CH:12][CH:13]=[CH:14][C:15]=3[C:20]([F:23])([F:22])[F:21])[N:10]=2)=[CH:5][CH:4]=1.Br. (5) Given the product [CH3:1][C@@H:2]1[CH2:7][N:6]2[CH2:9][CH2:10][NH:11][CH2:12][CH:5]2[CH2:4][NH:3]1, predict the reactants needed to synthesize it. The reactants are: [CH3:1][C@@H:2]1[C:7](=O)[N:6]2[CH2:9][CH2:10][NH:11][CH2:12][CH:5]2[C:4](=O)[NH:3]1.B.C1COCC1. (6) The reactants are: [CH3:1][C:2]1[C:10]([CH3:12])([CH3:11])[C:9]2[C:4](=[CH:5][CH:6]=[CH:7][CH:8]=2)[N:3]=1.Br[CH2:14][C:15]1[C:24]2[C:19](=[C:20]([CH2:25]Br)[CH:21]=[CH:22][CH:23]=2)[CH:18]=[CH:17][CH:16]=1.C(=O)([O-])[O-].[K+].[K+]. Given the product [CH3:11][C:10]1([CH3:12])[C:9]2[C:4](=[CH:5][CH:6]=[CH:7][CH:8]=2)[N:3]([CH2:14][C:15]2[C:24]3[C:19](=[C:20]([CH2:25][N:3]4[C:4]5[C:9](=[CH:8][CH:7]=[CH:6][CH:5]=5)[C:10]([CH3:11])([CH3:12])[C:2]4=[CH2:1])[CH:21]=[CH:22][CH:23]=3)[CH:18]=[CH:17][CH:16]=2)[C:2]1=[CH2:1], predict the reactants needed to synthesize it. (7) Given the product [F:22][C:23]1[CH:29]=[CH:28][C:26]([NH:27][C:6](=[O:7])[C:5]2[CH:9]=[CH:10][C:2]([CH3:1])=[C:3]([NH:11][C:12](=[O:21])[CH:13]=[CH:14][C:15]3[CH:16]=[N:17][CH:18]=[CH:19][CH:20]=3)[CH:4]=2)=[CH:25][CH:24]=1, predict the reactants needed to synthesize it. The reactants are: [CH3:1][C:2]1[CH:10]=[CH:9][C:5]([C:6](Cl)=[O:7])=[CH:4][C:3]=1[NH:11][C:12](=[O:21])[CH:13]=[CH:14][C:15]1[CH:16]=[N:17][CH:18]=[CH:19][CH:20]=1.[F:22][C:23]1[CH:29]=[CH:28][C:26]([NH2:27])=[CH:25][CH:24]=1.C(N(CC)CC)C.C(=O)([O-])[O-].[K+].[K+]. (8) The reactants are: [Br-].[CH2:2]([P+](C1C=CC=CC=1)(C1C=CC=CC=1)C1C=CC=CC=1)[CH2:3][C:4]1[CH:9]=[CH:8][CH:7]=[CH:6][CH:5]=1.[Li]CCCC.[C:34]([CH:38]1[CH2:43][CH2:42][CH2:41][CH:40]([CH2:44][CH2:45][CH:46]=O)[CH2:39]1)([CH3:37])([CH3:36])[CH3:35]. Given the product [C:34]([CH:38]1[CH2:43][CH2:42][CH2:41][CH:40]([CH2:44][CH2:45][CH:46]=[CH:2][CH2:3][C:4]2[CH:5]=[CH:6][CH:7]=[CH:8][CH:9]=2)[CH2:39]1)([CH3:37])([CH3:36])[CH3:35], predict the reactants needed to synthesize it. (9) Given the product [Br:1][CH:6]([C:8]1[CH:9]=[C:10]([C:25]([O:27][CH3:28])=[O:26])[CH:11]=[C:12]2[C:17]=1[O:16][C:15]([N:18]1[CH2:23][CH2:22][O:21][CH2:20][CH2:19]1)=[CH:14][C:13]2=[O:24])[CH3:7], predict the reactants needed to synthesize it. The reactants are: [Br:1]P(Br)Br.O[CH:6]([C:8]1[CH:9]=[C:10]([C:25]([O:27][CH3:28])=[O:26])[CH:11]=[C:12]2[C:17]=1[O:16][C:15]([N:18]1[CH2:23][CH2:22][O:21][CH2:20][CH2:19]1)=[CH:14][C:13]2=[O:24])[CH3:7].